This data is from Forward reaction prediction with 1.9M reactions from USPTO patents (1976-2016). The task is: Predict the product of the given reaction. (1) Given the reactants [N:1]1([CH:6]=[CH:7][C:8]2[O:9][C:10]3[CH:16]=[C:15]([NH2:17])[CH:14]=[CH:13][C:11]=3[N:12]=2)[CH2:5][CH2:4][CH2:3][CH2:2]1.C([BH3-])#N.[Na+], predict the reaction product. The product is: [N:1]1([CH2:6][CH2:7][C:8]2[O:9][C:10]3[CH:16]=[C:15]([NH2:17])[CH:14]=[CH:13][C:11]=3[N:12]=2)[CH2:5][CH2:4][CH2:3][CH2:2]1. (2) Given the reactants S=[C:2]1[CH2:6][S:5][C:4](=[O:7])[NH:3]1.[CH3:8][O:9][CH2:10][CH2:11][O:12][CH2:13][CH2:14][NH2:15], predict the reaction product. The product is: [CH3:8][O:9][CH2:10][CH2:11][O:12][CH2:13][CH2:14][NH:15][C:2]1[CH2:6][S:5][C:4](=[O:7])[N:3]=1. (3) Given the reactants [N:1]1[CH:6]=[CH:5][CH:4]=[CH:3][C:2]=1[C:7]1[CH:22]=[CH:21][C:10]([CH2:11][NH:12][NH:13][C:14]([O:16]C(C)(C)C)=O)=[CH:9][CH:8]=1.FC(F)(F)[C:25]([OH:27])=[O:26].[CH:30](N(C(C)C)CC)(C)C.CCOP(O[N:48]1N=N[C:52]2C=CC=[CH:56][C:51]=2[C:49]1=O)(OCC)=O, predict the reaction product. The product is: [CH3:52][CH:51]([CH3:56])[C@H:49]([NH:48][C:25](=[O:26])[O:27][CH3:30])[C:14]([NH:13][NH:12][CH2:11][C:10]1[CH:9]=[CH:8][C:7]([C:2]2[CH:3]=[CH:4][CH:5]=[CH:6][N:1]=2)=[CH:22][CH:21]=1)=[O:16]. (4) The product is: [CH3:32][O:31][C:26]1[C:27]([O:29][CH3:30])=[CH:28][C:23]([C:22]([C:14]2[C:15]([C:17]([O:19][CH2:20][CH3:21])=[O:18])=[N:16][N:12]([CH:9]([O:8][C:6]([O:7][CH:43]([CH2:48][CH3:47])[CH2:44][CH3:45])=[O:42])[CH2:10][CH3:11])[N:13]=2)=[O:36])=[C:24]([N+:33]([O-:35])=[O:34])[CH:25]=1. Given the reactants N1C=CN=C1[C:6]([O:8][CH:9]([N:12]1[N:16]=[C:15]([C:17]([O:19][CH2:20][CH3:21])=[O:18])[C:14]([C:22](=[O:36])[C:23]2[CH:28]=[C:27]([O:29][CH3:30])[C:26]([O:31][CH3:32])=[CH:25][C:24]=2[N+:33]([O-:35])=[O:34])=[N:13]1)[CH2:10][CH3:11])=[O:7].CCC([OH:42])CC.[C:43]1(C)[CH:48]=[CH:47]C=[CH:45][CH:44]=1, predict the reaction product. (5) The product is: [C:25]([O:24][C:22]([NH:21][C:18]1[S:19][CH:20]=[C:16](/[C:12](=[N:11]/[O:10][C:7]([CH3:8])([CH3:9])[C:6]([O:5][C:1]([CH3:4])([CH3:2])[CH3:3])=[O:29])/[C:13]([NH:30][C@@H:31]2[C:32](=[O:42])[NH:33][C@@H:34]2[CH2:35][N:36]2[C:40]([CH3:41])=[N:39][CH:38]=[N:37]2)=[O:15])[N:17]=1)=[O:23])([CH3:26])([CH3:28])[CH3:27]. Given the reactants [C:1]([O:5][C:6](=[O:29])[C:7]([O:10]/[N:11]=[C:12](/[C:16]1[N:17]=[C:18]([NH:21][C:22]([O:24][C:25]([CH3:28])([CH3:27])[CH3:26])=[O:23])[S:19][CH:20]=1)\[C:13]([OH:15])=O)([CH3:9])[CH3:8])([CH3:4])([CH3:3])[CH3:2].[NH2:30][C@H:31]1[C@@H:34]([CH2:35][N:36]2[C:40]([CH3:41])=[N:39][CH:38]=[N:37]2)[NH:33][C:32]1=[O:42].CCN=C=NCCCN(C)C.Cl.N1C=CC=CC=1, predict the reaction product. (6) Given the reactants Cl[C:2]1[CH:7]=[CH:6][N:5]=[C:4]2[NH:8][CH:9]=[CH:10][C:3]=12.[I-:11].[Na+].C(#N)C.[C:16](Cl)(=[O:18])[CH3:17], predict the reaction product. The product is: [I:11][C:2]1[CH:7]=[CH:6][N:5]=[C:4]2[N:8]([C:16](=[O:18])[CH3:17])[CH:9]=[CH:10][C:3]=12. (7) Given the reactants [C:1]([O:6][CH2:7][CH3:8])(=[O:5])[C:2]([O-])=O.[N:9]1[C:18]2[CH2:17][CH2:16][CH2:15][CH2:14][C:13]=2[N:12]=C[CH:10]=1.S(=O)(=O)(O)O.S(OOS([O-])(=O)=O)([O-])(=O)=O.[Na+].[Na+].C(=O)([O-])O.[Na+], predict the reaction product. The product is: [N:12]1[C:13]2[CH2:14][CH2:15][CH2:16][CH2:17][C:18]=2[N:9]=[CH:10][C:2]=1[C:1]([O:6][CH2:7][CH3:8])=[O:5].